Dataset: Reaction yield outcomes from USPTO patents with 853,638 reactions. Task: Predict the reaction yield, written as a fraction of the theoretical maximum amount of product (1.0 means a 100% yield; for example, 0.34 means a 34% yield). The reactants are [Br:1][C:2]1[CH:10]=[CH:9][C:5]([C:6](Cl)=[O:7])=[CH:4][CH:3]=1.[C:11]([O:15][C:16]([N:18]1[CH2:23][CH2:22][NH:21][CH2:20][CH2:19]1)=[O:17])([CH3:14])([CH3:13])[CH3:12].C(N(CC)CC)C. The catalyst is C(Cl)Cl.CCOC(C)=O. The product is [C:11]([O:15][C:16]([N:18]1[CH2:23][CH2:22][N:21]([C:6](=[O:7])[C:5]2[CH:9]=[CH:10][C:2]([Br:1])=[CH:3][CH:4]=2)[CH2:20][CH2:19]1)=[O:17])([CH3:14])([CH3:12])[CH3:13]. The yield is 0.950.